Predict the reactants needed to synthesize the given product. From a dataset of Full USPTO retrosynthesis dataset with 1.9M reactions from patents (1976-2016). (1) Given the product [N:24]1([CH:14]([NH:7][C:5](=[O:6])[C:4]2[CH:3]=[C:2]([Cl:1])[CH:10]=[C:9]([Cl:11])[CH:8]=2)[C:13]([CH3:23])([CH3:12])[CH2:16][C:17]2[CH:22]=[CH:21][CH:20]=[CH:19][CH:18]=2)[C:28]2[CH:29]=[CH:30][CH:31]=[CH:32][C:27]=2[N:26]=[N:25]1, predict the reactants needed to synthesize it. The reactants are: [Cl:1][C:2]1[CH:3]=[C:4]([CH:8]=[C:9]([Cl:11])[CH:10]=1)[C:5]([NH2:7])=[O:6].[CH3:12][C:13]([CH3:23])([CH2:16][C:17]1[CH:22]=[CH:21][CH:20]=[CH:19][CH:18]=1)[CH:14]=O.[NH:24]1[C:28]2[CH:29]=[CH:30][CH:31]=[CH:32][C:27]=2[N:26]=[N:25]1.C1(C)C=CC(S(O)(=O)=O)=CC=1. (2) Given the product [Cl:1][C:2]1[CH:7]=[CH:6][C:5]([N:8]2[CH:12]=[CH:11][CH:10]=[C:9]2[CH:49]=[CH:44][C:45]([O:47][CH3:48])=[O:46])=[C:4]([C:15](=[O:24])[C:16]2[CH:21]=[CH:20][CH:19]=[C:18]([O:22][CH3:23])[CH:17]=2)[CH:3]=1, predict the reactants needed to synthesize it. The reactants are: [Cl:1][C:2]1[CH:7]=[CH:6][C:5]([N:8]2[CH:12]=[CH:11][CH:10]=[C:9]2C=O)=[C:4]([C:15](=[O:24])[C:16]2[CH:21]=[CH:20][CH:19]=[C:18]([O:22][CH3:23])[CH:17]=2)[CH:3]=1.C1(P(=[CH:44][C:45]([O:47][CH3:48])=[O:46])(C2C=CC=CC=2)C2C=CC=CC=2)C=CC=CC=1.[C:49]1(C)C=CC=CC=1. (3) Given the product [Br:12][C:7]1[C:3]([C:2]([F:9])([F:8])[F:1])=[N:4][NH:5][CH:6]=1, predict the reactants needed to synthesize it. The reactants are: [F:1][C:2]([F:9])([F:8])[C:3]1[CH:7]=[CH:6][NH:5][N:4]=1.[OH-].[Na+].[Br:12]Br. (4) Given the product [CH3:22][N:12]1[C:10](=[O:11])[CH2:9][N:8]=[C:7]([C:5]2[CH:6]=[CH:1][CH:2]=[CH:3][CH:4]=2)[C:14]2[CH:15]=[C:16]([Cl:19])[CH:17]=[CH:18][C:13]1=2, predict the reactants needed to synthesize it. The reactants are: [CH:1]1[CH:2]=[CH:3][C:4](Cl)=[C:5]([C:7]2[C:14]3[CH:15]=[C:16]([Cl:19])[CH:17]=[CH:18][C:13]=3[NH:12][C:10](=[O:11])[CH:9](O)[N:8]=2)[CH:6]=1.[CH3:22]NC1C[N+]([O-])=C(C2C=CC=CC=2)C2C=C(Cl)C=CC=2N=1.C1C=CC(Cl)=C(C23OCCN2CC(=O)NC2C=CC(Cl)=CC3=2)C=1.CCC1SC2N(C)C(CN=C(C3C=CC=CC=3Cl)C=2C=1)=O.CC1N2C3C=CC(Cl)=CC=3C(C3C=CC=CC=3)=NCC2=NN=1.CCC1SC2N3C(CN=C(C4C=CC=CC=4Cl)C=2C=1)=NN=C3C.CC1OC2(C3C=CC=CC=3)N(CC(NC3C=CC(Cl)=CC=32)=O)C1.C1C=NC(N2CCN(CCCCN3C(=O)[C@H]4[C@H]([C@H]5C[C@@H]4CC5)C3=O)CC2)=NC=1.C1C=NC(N2CCN(CCCCN3C(=O)CC4(CCCC4)CC3=O)CC2)=NC=1. (5) Given the product [OH:22][C:19]1[CH:20]=[CH:21][C:16]([CH:13]2[CH2:12][NH:11][C:10](=[O:23])[C@H:9]([NH:8][C:25]([N:52]3[CH2:53][CH2:54][CH:49]([N:41]4[C:42]5[C:43](=[N:44][CH:45]=[CH:46][CH:47]=5)[NH:48][C:40]4=[O:39])[CH2:50][CH2:51]3)=[O:26])[CH2:15][CH2:14]2)=[CH:17][CH:18]=1, predict the reactants needed to synthesize it. The reactants are: C(N(CC)CC)C.[NH2:8][C@@H:9]1[CH2:15][CH2:14][CH:13]([C:16]2[CH:21]=[CH:20][C:19]([OH:22])=[CH:18][CH:17]=2)[CH2:12][NH:11][C:10]1=[O:23].Cl[C:25](OC1C=CC([N+]([O-])=O)=CC=1)=[O:26].Cl.Cl.[O:39]=[C:40]1[NH:48][C:43]2=[N:44][CH:45]=[CH:46][CH:47]=[C:42]2[N:41]1[CH:49]1[CH2:54][CH2:53][NH:52][CH2:51][CH2:50]1.C(N(C(C)C)CC)(C)C. (6) Given the product [CH3:1][C:2]1[CH:3]=[C:4]([CH:7]=[CH:8][C:9]=1/[CH:10]=[CH:11]/[N:27]1[CH2:28][CH2:29][N:24]([CH2:23][CH2:22][C:19]2[CH:18]=[CH:17][C:16]([N+:13]([O-:15])=[O:14])=[CH:21][CH:20]=2)[CH2:25][CH2:26]1)[C:5]#[N:6], predict the reactants needed to synthesize it. The reactants are: [CH3:1][C:2]1[CH:3]=[C:4]([CH:7]=[CH:8][C:9]=1[CH2:10][CH:11]=O)[C:5]#[N:6].[N+:13]([C:16]1[CH:21]=[CH:20][C:19]([CH2:22][CH2:23][N:24]2[CH2:29][CH2:28][NH:27][CH2:26][CH2:25]2)=[CH:18][CH:17]=1)([O-:15])=[O:14].[BH-](OC(C)=O)(OC(C)=O)OC(C)=O.[Na+].